From a dataset of Forward reaction prediction with 1.9M reactions from USPTO patents (1976-2016). Predict the product of the given reaction. (1) The product is: [CH2:14]([O:13][C:12]1[CH:11]([OH:21])[N:10]=[C:9]([CH2:22][C:23]2[CH:28]=[CH:27][CH:26]=[CH:25][C:24]=2[C:29]2[CH:34]=[CH:33][CH:32]=[CH:31][C:30]=2[Cl:35])[N:8]2[CH2:2][CH2:3][N:4]([CH:36]([CH3:37])[CH3:38])[C:5](=[O:6])[C:7]=12)[C:40]1[CH:45]=[CH:44][CH:43]=[CH:42][CH:41]=1. Given the reactants O[CH2:2][CH2:3][N:4]([CH:36]([CH3:38])[CH3:37])[C:5]([C:7]1[C:12]([O:13][CH2:14]C2C=CC=CC=2)=[C:11]([OH:21])[N:10]=[C:9]([CH2:22][C:23]2[CH:28]=[CH:27][CH:26]=[CH:25][C:24]=2[C:29]2[CH:34]=[CH:33][CH:32]=[CH:31][C:30]=2[Cl:35])[N:8]=1)=[O:6].C(OC1C(=O)N=C(C[C:40]2[CH:45]=[CH:44][CH:43]=[CH:42][C:41]=2[C:40]2[CH:45]=[CH:44][CH:43]=[CH:42][CH:41]=2)N2CCN(C)C(=O)C=12)[C:40]1[CH:45]=[CH:44][CH:43]=[CH:42][CH:41]=1, predict the reaction product. (2) Given the reactants C([O:3][C:4]([C:6]1[N:7]=[C:8]2[C:13]([C:14]([F:17])([F:16])[F:15])=[CH:12][C:11]([Br:18])=[CH:10][N:9]2[C:19]=1[Cl:20])=[O:5])C, predict the reaction product. The product is: [Br:18][C:11]1[CH:12]=[C:13]([C:14]([F:16])([F:17])[F:15])[C:8]2[N:9]([C:19]([Cl:20])=[C:6]([C:4]([OH:5])=[O:3])[N:7]=2)[CH:10]=1. (3) Given the reactants [F:1][C:2]1[C:3]([NH:28][C@H:29]2[CH2:34][CH2:33][CH2:32][C@@H:31]([NH:35]C(=O)OC(C)(C)C)[CH2:30]2)=[N:4][C:5]([C:8]2[C:16]3[C:11](=[N:12][CH:13]=[C:14]([F:17])[CH:15]=3)[N:10]([S:18]([C:21]3[CH:26]=[CH:25][C:24]([CH3:27])=[CH:23][CH:22]=3)(=[O:20])=[O:19])[CH:9]=2)=[N:6][CH:7]=1.FC(F)(F)C(O)=O, predict the reaction product. The product is: [F:1][C:2]1[C:3]([NH:28][C@H:29]2[CH2:34][CH2:33][CH2:32][C@@H:31]([NH2:35])[CH2:30]2)=[N:4][C:5]([C:8]2[C:16]3[C:11](=[N:12][CH:13]=[C:14]([F:17])[CH:15]=3)[N:10]([S:18]([C:21]3[CH:22]=[CH:23][C:24]([CH3:27])=[CH:25][CH:26]=3)(=[O:19])=[O:20])[CH:9]=2)=[N:6][CH:7]=1.